From a dataset of Full USPTO retrosynthesis dataset with 1.9M reactions from patents (1976-2016). Predict the reactants needed to synthesize the given product. (1) The reactants are: O=[CH:2][C@@H:3]([C@H:5]([C@H:7]([C@@H:9]([CH2:11][OH:12])O)O)O)O.S(O)(O)(=O)=O.N1[C:26](N)=[C:25]2[C:21](N=CN2)=NC=1.N[C@H:29]([C:37](O)=O)[CH2:30][CH2:31][CH2:32]NC(=N)N.N[C@H:41]([C:46](O)=O)[CH2:42][C:43](O)=O.N[C@H:50](C(O)=O)[CH2:51]CC(O)=O.N[C@H](C(O)=[O:68])CC1N=CNC=1.N[C@H](C(O)=O)CCCCN.N[C@H](C(O)=O)CCSC.N[C@H](C(O)=O)CC1C=CC=CC=1.N[C@H](C(O)=O)CO.N[C@H](C(O)=O)CC1C=CC(O)=CC=1.N[C@H](C(O)=O)C(C)C.N[C@H](C(O)=O)[C@@H](C)O. Given the product [C:11]([OH:12])(=[O:68])[CH2:9][CH2:7][CH2:5]/[CH:3]=[CH:2]\[CH2:21]/[CH:25]=[CH:26]\[CH2:37]/[CH:29]=[CH:30]\[CH2:31]/[CH:32]=[CH:43]\[CH2:42][CH2:41][CH2:46][CH2:50][CH3:51], predict the reactants needed to synthesize it. (2) Given the product [C:29]1([S:26]([N:25]2[C:20]3=[N:21][CH:22]=[CH:23][CH:24]=[C:19]3[CH:18]=[C:17]2[C:10]([C:7]2[CH:8]=[CH:9][C:4]([C:3]([OH:2])([CH2:36][CH3:37])[CH2:41][CH3:42])=[CH:5][CH:6]=2)=[CH:11][CH:12]2[CH2:13][CH2:14][CH2:15][CH2:16]2)(=[O:27])=[O:28])[CH:34]=[CH:33][CH:32]=[CH:31][CH:30]=1, predict the reactants needed to synthesize it. The reactants are: C[O:2][C:3](=O)[C:4]1[CH:9]=[CH:8][C:7]([C:10]([C:17]2[N:25]([S:26]([C:29]3[CH:34]=[CH:33][CH:32]=[CH:31][CH:30]=3)(=[O:28])=[O:27])[C:20]3=[N:21][CH:22]=[CH:23][CH:24]=[C:19]3[CH:18]=2)=[CH:11][CH:12]2[CH2:16][CH2:15][CH2:14][CH2:13]2)=[CH:6][CH:5]=1.[CH2:36]([Mg]Br)[CH3:37].O1CC[CH2:42][CH2:41]1.